From a dataset of Full USPTO retrosynthesis dataset with 1.9M reactions from patents (1976-2016). Predict the reactants needed to synthesize the given product. (1) Given the product [CH2:1]([C:4]1[C:5]([O:13][C:21](=[O:23])[CH3:22])=[CH:6][CH:7]=[C:8]2[C:12]=1[NH:11][N:10]=[CH:9]2)[CH:2]=[CH2:3], predict the reactants needed to synthesize it. The reactants are: [CH2:1]([C:4]1[C:5]([OH:13])=[CH:6][CH:7]=[C:8]2[C:12]=1[NH:11][N:10]=[CH:9]2)[CH:2]=[CH2:3].C(N(CC)CC)C.[C:21](Cl)(=[O:23])[CH3:22]. (2) Given the product [Cl:1][C:2]1[CH:7]=[CH:6][CH:5]=[C:4]([CH3:8])[C:3]=1[NH:9][C:10]([NH:23][C:24]1[CH:32]=[C:31]([F:33])[C:30]([F:34])=[CH:29][C:25]=1[C:26]([NH:66][C@H:67]([C:72]([OH:74])=[O:73])[CH2:68][CH:69]([CH3:71])[CH3:70])=[O:28])=[O:11], predict the reactants needed to synthesize it. The reactants are: [Cl:1][C:2]1[CH:7]=[CH:6][CH:5]=[C:4]([CH3:8])[C:3]=1[N:9]=[C:10]=[O:11].CC1C=CC=C(C)C=1N=C=O.[NH2:23][C:24]1[CH:32]=[C:31]([F:33])[C:30]([F:34])=[CH:29][C:25]=1[C:26]([OH:28])=O.NC1C(C(O)=O)=CC2C(C=1)=CC=CC=2.C([NH:66][C@H:67]([C:72]([OH:74])=[O:73])[CH2:68][CH:69]([CH3:71])[CH3:70])(OCC1C2C(=CC=CC=2)C2C1=CC=CC=2)=O.N(C(OCC1C2C(=CC=CC=2)C2C1=CC=CC=2)=O)[C@H](C(O)=O)CC(=O)OC(C)(C)C. (3) Given the product [F:8][C:6]1[CH:5]=[CH:4][C:3]([C:9]2[N:14]=[CH:13][N:12]=[C:11]([NH:15][C:16]3[CH:21]=[CH:20][CH:19]=[C:18]([CH2:22][S:23]([CH3:26])(=[O:25])=[O:24])[CH:17]=3)[N:10]=2)=[C:2]([O:35][C@@H:33]([C:27]2[CH:32]=[CH:31][CH:30]=[CH:29][CH:28]=2)[CH3:34])[CH:7]=1, predict the reactants needed to synthesize it. The reactants are: F[C:2]1[CH:7]=[C:6]([F:8])[CH:5]=[CH:4][C:3]=1[C:9]1[N:14]=[CH:13][N:12]=[C:11]([NH:15][C:16]2[CH:21]=[CH:20][CH:19]=[C:18]([CH2:22][S:23]([CH3:26])(=[O:25])=[O:24])[CH:17]=2)[N:10]=1.[C:27]1([C@H:33]([OH:35])[CH3:34])[CH:32]=[CH:31][CH:30]=[CH:29][CH:28]=1. (4) Given the product [C:1]([O:5][C:6]([N:8]1[CH2:12][CH2:11][CH2:10][C@H:9]1[C:13]1[NH:17][N:16]=[N:15][N:14]=1)=[O:7])([CH3:4])([CH3:2])[CH3:3], predict the reactants needed to synthesize it. The reactants are: [C:1]([O:5][C:6]([N:8]1[CH2:12][CH2:11][CH2:10][C@H:9]1[C:13]#[N:14])=[O:7])([CH3:4])([CH3:3])[CH3:2].[N-:15]=[N+:16]=[N-:17].[Na+].[Cl-].[NH4+].C(O)(=O)CC(CC(O)=O)(C(O)=O)O. (5) Given the product [ClH:8].[ClH:8].[Te:1]([CH2:5][CH2:6][NH2:7])[CH2:2][CH2:3][NH2:4], predict the reactants needed to synthesize it. The reactants are: [Te:1]([CH2:5][CH2:6][NH2:7])[CH2:2][CH2:3][NH2:4].[ClH:8]. (6) Given the product [CH:1]1([CH2:6][C:7]2[CH:8]=[C:9]([OH:15])[C:10]([OH:13])=[CH:11][CH:12]=2)[CH2:2][CH2:3][CH2:4][CH2:5]1, predict the reactants needed to synthesize it. The reactants are: [CH:1]1([CH2:6][C:7]2[CH:12]=[CH:11][C:10]([O:13]C)=[C:9]([O:15]C)[CH:8]=2)[CH2:5][CH2:4][CH2:3][CH2:2]1. (7) Given the product [Cl:8][C:6]1[N:5]=[CH:4][N:3]=[C:2]([N:16]2[CH2:17][CH2:18][CH:19]([CH3:22])[CH2:20][CH2:21][CH:15]2[CH3:14])[CH:7]=1, predict the reactants needed to synthesize it. The reactants are: Cl[C:2]1[CH:7]=[C:6]([Cl:8])[N:5]=[CH:4][N:3]=1.C(=O)([O-])[O-].Cl.[CH3:14][CH:15]1[CH2:21][CH2:20][CH:19]([CH3:22])[CH2:18][CH2:17][NH:16]1.[Cl-].[NH4+]. (8) Given the product [NH2:19][C:18]1[N:4]=[C:2]([OH:3])[N:1]=[C:8]([OH:7])[C:9]=1[CH2:10][CH:11]([O:12][CH2:13][CH3:14])[O:15][CH2:16][CH3:17], predict the reactants needed to synthesize it. The reactants are: [NH2:1][C:2]([NH2:4])=[O:3].C([O:7][C:8](=O)[CH:9]([C:18]#[N:19])[CH2:10][CH:11]([O:15][CH2:16][CH3:17])[O:12][CH2:13][CH3:14])C.[O-]CC.[Na+].O.